Dataset: Forward reaction prediction with 1.9M reactions from USPTO patents (1976-2016). Task: Predict the product of the given reaction. (1) Given the reactants [F:1][C:2]1[CH:3]=[C:4]([NH:22][C:23]([C:25]2[C:26](=[O:38])[N:27]([C:32]3[CH:37]=[CH:36][CH:35]=[CH:34][CH:33]=3)[N:28]([CH3:31])[C:29]=2[CH3:30])=[O:24])[CH:5]=[CH:6][C:7]=1[O:8][C:9]1[C:18]2[C:13](=[CH:14][C:15]([OH:21])=[C:16]([O:19][CH3:20])[CH:17]=2)[N:12]=[CH:11][CH:10]=1.CS(O[CH2:44][CH2:45][CH2:46][N:47]1[CH2:53][CH:52]([OH:54])[C:49]2([CH2:51][CH2:50]2)[CH2:48]1)(=O)=O.C([O-])([O-])=O.[Cs+].[Cs+], predict the reaction product. The product is: [OH:54][CH:52]1[C:49]2([CH2:51][CH2:50]2)[CH2:48][N:47]([CH2:46][CH2:45][CH2:44][O:21][C:15]2[CH:14]=[C:13]3[C:18]([C:9]([O:8][C:7]4[CH:6]=[CH:5][C:4]([NH:22][C:23]([C:25]5[C:26](=[O:38])[N:27]([C:32]6[CH:37]=[CH:36][CH:35]=[CH:34][CH:33]=6)[N:28]([CH3:31])[C:29]=5[CH3:30])=[O:24])=[CH:3][C:2]=4[F:1])=[CH:10][CH:11]=[N:12]3)=[CH:17][C:16]=2[O:19][CH3:20])[CH2:53]1. (2) Given the reactants [Cl:1][C:2]1[CH:3]=[C:4]([CH:15]=[CH:16][CH:17]=1)[O:5][C:6]1[CH:7]=[C:8]2[C:12](=[CH:13][CH:14]=1)[NH:11][N:10]=[CH:9]2.[OH-].[K+].[I:20]I, predict the reaction product. The product is: [Cl:1][C:2]1[CH:3]=[C:4]([CH:15]=[CH:16][CH:17]=1)[O:5][C:6]1[CH:7]=[C:8]2[C:12](=[CH:13][CH:14]=1)[NH:11][N:10]=[C:9]2[I:20]. (3) Given the reactants [NH2:1][C:2]1[CH:3]=[C:4]([CH:32]=[CH:33][CH:34]=1)[CH2:5][N:6]1[CH:10]=[CH:9][C:8]([NH:11][C:12](=[O:31])[C@@H:13]([C:20]2[CH:25]=[CH:24][C:23]([S:26]([CH3:29])(=[O:28])=[O:27])=[C:22]([Cl:30])[CH:21]=2)[CH2:14][CH:15]2[CH2:19][CH2:18][CH2:17][CH2:16]2)=[N:7]1.CN1CCOCC1.[CH2:42]([S:44](Cl)(=[O:46])=[O:45])[CH3:43], predict the reaction product. The product is: [Cl:30][C:22]1[CH:21]=[C:20]([C@@H:13]([CH2:14][CH:15]2[CH2:19][CH2:18][CH2:17][CH2:16]2)[C:12]([NH:11][C:8]2[CH:9]=[CH:10][N:6]([CH2:5][C:4]3[CH:32]=[CH:33][CH:34]=[C:2]([NH:1][S:44]([CH2:42][CH3:43])(=[O:46])=[O:45])[CH:3]=3)[N:7]=2)=[O:31])[CH:25]=[CH:24][C:23]=1[S:26]([CH3:29])(=[O:28])=[O:27]. (4) Given the reactants [Br:1][CH2:2][CH2:3][CH2:4][CH2:5][CH2:6][CH2:7][CH:8]=[CH2:9].[CH:10]([O:12][C:13]1[CH:18]=[CH:17][C:16]([O:19]C)=[CH:15][CH:14]=1)=C, predict the reaction product. The product is: [Br:1][CH2:2][CH2:3][CH2:4][CH2:5][CH2:6][CH2:7]/[CH:8]=[CH:9]\[O:19][C:16]1[CH:17]=[CH:18][C:13]([O:12][CH3:10])=[CH:14][CH:15]=1. (5) Given the reactants [CH3:1][C:2]([CH3:7])([CH3:6])[C:3](Cl)=[O:4].[C:8]([O:12][C:13]([NH:15][OH:16])=[O:14])([CH3:11])([CH3:10])[CH3:9], predict the reaction product. The product is: [CH3:1][C:2]([CH3:7])([CH3:6])[C:3]([O:16][NH:15][C:13]([O:12][C:8]([CH3:11])([CH3:10])[CH3:9])=[O:14])=[O:4].